This data is from NCI-60 drug combinations with 297,098 pairs across 59 cell lines. The task is: Regression. Given two drug SMILES strings and cell line genomic features, predict the synergy score measuring deviation from expected non-interaction effect. (1) Synergy scores: CSS=1.86, Synergy_ZIP=0.210, Synergy_Bliss=3.40, Synergy_Loewe=2.74, Synergy_HSA=2.82. Cell line: TK-10. Drug 1: CC1=C(C=C(C=C1)NC2=NC=CC(=N2)N(C)C3=CC4=NN(C(=C4C=C3)C)C)S(=O)(=O)N.Cl. Drug 2: N.N.Cl[Pt+2]Cl. (2) Drug 1: C1CC(=O)NC(=O)C1N2CC3=C(C2=O)C=CC=C3N. Drug 2: CCC1(C2=C(COC1=O)C(=O)N3CC4=CC5=C(C=CC(=C5CN(C)C)O)N=C4C3=C2)O.Cl. Cell line: ACHN. Synergy scores: CSS=7.98, Synergy_ZIP=1.01, Synergy_Bliss=0.649, Synergy_Loewe=-12.6, Synergy_HSA=1.08. (3) Drug 1: C1CCC(CC1)NC(=O)N(CCCl)N=O. Drug 2: CCN(CC)CCNC(=O)C1=C(NC(=C1C)C=C2C3=C(C=CC(=C3)F)NC2=O)C. Cell line: BT-549. Synergy scores: CSS=15.0, Synergy_ZIP=-4.98, Synergy_Bliss=1.14, Synergy_Loewe=-2.88, Synergy_HSA=-2.35. (4) Drug 1: CC1=C2C(C(=O)C3(C(CC4C(C3C(C(C2(C)C)(CC1OC(=O)C(C(C5=CC=CC=C5)NC(=O)OC(C)(C)C)O)O)OC(=O)C6=CC=CC=C6)(CO4)OC(=O)C)OC)C)OC. Drug 2: C1CN1P(=S)(N2CC2)N3CC3. Cell line: NCI-H522. Synergy scores: CSS=24.9, Synergy_ZIP=-9.99, Synergy_Bliss=-15.3, Synergy_Loewe=-16.8, Synergy_HSA=-11.2. (5) Drug 1: C1CN1C2=NC(=NC(=N2)N3CC3)N4CC4. Drug 2: CC(C)CN1C=NC2=C1C3=CC=CC=C3N=C2N. Cell line: A498. Synergy scores: CSS=18.8, Synergy_ZIP=-10.8, Synergy_Bliss=-7.69, Synergy_Loewe=-8.35, Synergy_HSA=-7.75. (6) Drug 1: C1CCC(CC1)NC(=O)N(CCCl)N=O. Drug 2: C1=CN(C(=O)N=C1N)C2C(C(C(O2)CO)O)O.Cl. Cell line: CAKI-1. Synergy scores: CSS=61.4, Synergy_ZIP=3.58, Synergy_Bliss=3.62, Synergy_Loewe=7.50, Synergy_HSA=10.2.